Predict the reactants needed to synthesize the given product. From a dataset of Full USPTO retrosynthesis dataset with 1.9M reactions from patents (1976-2016). (1) Given the product [ClH:54].[NH2:29][C@@H:25]1[CH2:26][CH2:27][CH2:28][N:23]([C:3]2[C:2]([Br:1])=[CH:7][N:6]=[C:5]3[NH:8][CH:9]=[C:10]([NH:11][C:12]([C:14]4[CH:19]=[CH:18][C:17](=[O:20])[N:16]([CH3:21])[N:15]=4)=[O:13])[C:4]=23)[CH2:24]1, predict the reactants needed to synthesize it. The reactants are: [Br:1][C:2]1[C:3](F)=[C:4]2[C:10]([NH:11][C:12]([C:14]3[CH:19]=[CH:18][C:17](=[O:20])[N:16]([CH3:21])[N:15]=3)=[O:13])=[CH:9][NH:8][C:5]2=[N:6][CH:7]=1.[NH:23]1[CH2:28][CH2:27][CH2:26][C@@H:25]([NH:29]C(=O)OC(C)(C)C)[CH2:24]1.CCN(C(C)C)C(C)C.C(O)(C(F)(F)F)=O.C(Cl)[Cl:54]. (2) The reactants are: [C:1]([O:5][C:6](=[O:21])[C@@H:7]([NH:13][C:14]([O:16][C:17]([CH3:20])([CH3:19])[CH3:18])=[O:15])[CH2:8][CH2:9][C:10]([OH:12])=[O:11])([CH3:4])([CH3:3])[CH3:2].[CH2:22](N(CC)CC)[CH3:23].ClC(OCC)=O.C([O-])(O)=O.[Na+]. Given the product [C:17]([O:16][C:14]([NH:13][C@@H:7]([CH2:8][CH2:9][C:10]([O:12][CH2:22][CH3:23])=[O:11])[C:6]([O:5][C:1]([CH3:4])([CH3:3])[CH3:2])=[O:21])=[O:15])([CH3:20])([CH3:19])[CH3:18], predict the reactants needed to synthesize it. (3) Given the product [Cl:22][C:5]1[C:6]([C:18]([F:20])([F:21])[F:19])=[N:7][N:8]([C:9]2[CH:10]=[CH:11][C:12]([N+:15]([O-:17])=[O:16])=[CH:13][CH:14]=2)[C:4]=1[CH:1]1[CH2:2][CH2:3]1, predict the reactants needed to synthesize it. The reactants are: [CH:1]1([C:4]2[N:8]([C:9]3[CH:14]=[CH:13][C:12]([N+:15]([O-:17])=[O:16])=[CH:11][CH:10]=3)[N:7]=[C:6]([C:18]([F:21])([F:20])[F:19])[CH:5]=2)[CH2:3][CH2:2]1.[Cl:22]N1C(=O)CCC1=O.CCOC(C)=O. (4) The reactants are: Cl[C:2]1[C:3]2[NH:10][C:9]([C:11]3[O:12][CH:13]=[CH:14][CH:15]=3)=[CH:8][C:4]=2[N:5]=[CH:6][N:7]=1.[Cl:16][C:17]1[CH:18]=[C:19]([CH:21]=[CH:22][C:23]=1[O:24][CH2:25][C:26]1[CH:31]=[CH:30][CH:29]=[C:28]([F:32])[CH:27]=1)[NH2:20].CN1CCCC1=O.C(=O)([O-])O.[Na+]. Given the product [Cl:16][C:17]1[CH:18]=[C:19]([NH:20][C:2]2[C:3]3[NH:10][C:9]([C:11]4[O:12][CH:13]=[CH:14][CH:15]=4)=[CH:8][C:4]=3[N:5]=[CH:6][N:7]=2)[CH:21]=[CH:22][C:23]=1[O:24][CH2:25][C:26]1[CH:31]=[CH:30][CH:29]=[C:28]([F:32])[CH:27]=1, predict the reactants needed to synthesize it. (5) Given the product [C:40]([C:2]1[C:7]([C:8]2[CH:9]=[C:10]([CH2:23][N:24]([CH3:32])[C:25](=[O:31])[O:26][C:27]([CH3:30])([CH3:29])[CH3:28])[S:11][C:12]=2[S:13]([C:16]2[CH:21]=[CH:20][CH:19]=[C:18]([F:22])[CH:17]=2)(=[O:15])=[O:14])=[CH:6][CH:5]=[CH:4][N:3]=1)#[N:41], predict the reactants needed to synthesize it. The reactants are: Cl[C:2]1[C:7]([C:8]2[CH:9]=[C:10]([CH2:23][N:24]([CH3:32])[C:25](=[O:31])[O:26][C:27]([CH3:30])([CH3:29])[CH3:28])[S:11][C:12]=2[S:13]([C:16]2[CH:21]=[CH:20][CH:19]=[C:18]([F:22])[CH:17]=2)(=[O:15])=[O:14])=[CH:6][CH:5]=[CH:4][N:3]=1.O.C(OCC)(=O)C.[CH3:40][N:41](C)C=O.